Task: Binary Classification. Given a drug SMILES string, predict its activity (active/inactive) in a high-throughput screening assay against a specified biological target.. Dataset: HIV replication inhibition screening data with 41,000+ compounds from the AIDS Antiviral Screen The molecule is COC(=O)c1ccccc1C1CN=NC12Cc1ccc(C)cc1C2=O. The result is 0 (inactive).